Dataset: Peptide-MHC class II binding affinity with 134,281 pairs from IEDB. Task: Regression. Given a peptide amino acid sequence and an MHC pseudo amino acid sequence, predict their binding affinity value. This is MHC class II binding data. (1) The peptide sequence is RIDTPEVLKGPFTVR. The MHC is HLA-DPA10103-DPB10401 with pseudo-sequence HLA-DPA10103-DPB10401. The binding affinity (normalized) is 0.117. (2) The peptide sequence is FAAEKVEEFR. The MHC is HLA-DQA10501-DQB10201 with pseudo-sequence HLA-DQA10501-DQB10201. The binding affinity (normalized) is 0.237. (3) The binding affinity (normalized) is 0.373. The peptide sequence is DMDKVETFLRIVQCR. The MHC is DRB1_1101 with pseudo-sequence DRB1_1101.